From a dataset of Merck oncology drug combination screen with 23,052 pairs across 39 cell lines. Regression. Given two drug SMILES strings and cell line genomic features, predict the synergy score measuring deviation from expected non-interaction effect. Drug 1: COc1cc(C2c3cc4c(cc3C(OC3OC5COC(C)OC5C(O)C3O)C3COC(=O)C23)OCO4)cc(OC)c1O. Drug 2: C=CCn1c(=O)c2cnc(Nc3ccc(N4CCN(C)CC4)cc3)nc2n1-c1cccc(C(C)(C)O)n1. Cell line: ES2. Synergy scores: synergy=3.77.